This data is from Full USPTO retrosynthesis dataset with 1.9M reactions from patents (1976-2016). The task is: Predict the reactants needed to synthesize the given product. Given the product [C:11]([NH:14][C@H:15]([C@H:20]([OH:36])[CH2:21][CH2:22][CH2:23][CH2:24][CH2:25][CH2:26][CH2:27][CH2:28][CH2:29][CH2:30][CH2:31][CH2:32][CH2:33][CH2:34][CH3:35])[C:16]([O:18][CH3:19])=[O:17])(=[O:13])[CH3:12], predict the reactants needed to synthesize it. The reactants are: CC1C=CC(C(C)C)=CC=1.[C:11]([NH:14][CH:15]([C:20](=[O:36])[CH2:21][CH2:22][CH2:23][CH2:24][CH2:25][CH2:26][CH2:27][CH2:28][CH2:29][CH2:30][CH2:31][CH2:32][CH2:33][CH2:34][CH3:35])[C:16]([O:18][CH3:19])=[O:17])(=[O:13])[CH3:12].C(N(CC)CC)C.C(O)=O.